From a dataset of Catalyst prediction with 721,799 reactions and 888 catalyst types from USPTO. Predict which catalyst facilitates the given reaction. (1) Reactant: Br[CH2:2][C:3]([C:5]1[CH:10]=[CH:9][CH:8]=[C:7]([O:11][CH2:12][CH2:13][CH2:14][O:15][CH2:16][C:17]2[CH:22]=[CH:21][CH:20]=[CH:19][CH:18]=2)[CH:6]=1)=[O:4].[CH2:23]([NH:30][CH2:31][C:32]1[CH:37]=[CH:36][CH:35]=[CH:34][CH:33]=1)[C:24]1[CH:29]=[CH:28][CH:27]=[CH:26][CH:25]=1.ClCCl.C(=O)([O-])[O-].[Na+].[Na+]. Product: [C:24]1([CH2:23][N:30]([CH2:31][C:32]2[CH:33]=[CH:34][CH:35]=[CH:36][CH:37]=2)[CH2:2][C:3]([C:5]2[CH:10]=[CH:9][CH:8]=[C:7]([O:11][CH2:12][CH2:13][CH2:14][O:15][CH2:16][C:17]3[CH:22]=[CH:21][CH:20]=[CH:19][CH:18]=3)[CH:6]=2)=[O:4])[CH:25]=[CH:26][CH:27]=[CH:28][CH:29]=1. The catalyst class is: 6. (2) Reactant: [C:1]1([CH:7]2[O:24][C:11]3([CH2:16][CH2:15][N:14](C(OC(C)(C)C)=O)[CH2:13][CH2:12]3)[CH2:10][N:9]([CH2:25][C:26]([F:29])([F:28])[F:27])[CH2:8]2)[CH:6]=[CH:5][CH:4]=[CH:3][CH:2]=1.FC(F)(F)C(O)=O. Product: [C:1]1([CH:7]2[O:24][C:11]3([CH2:16][CH2:15][NH:14][CH2:13][CH2:12]3)[CH2:10][N:9]([CH2:25][C:26]([F:28])([F:29])[F:27])[CH2:8]2)[CH:2]=[CH:3][CH:4]=[CH:5][CH:6]=1. The catalyst class is: 4. (3) Reactant: [NH2:1][C:2]1[CH:7]=[CH:6][C:5]([C:8]([OH:17])([C:13]([F:16])([F:15])[F:14])[C:9]([F:12])([F:11])[F:10])=[CH:4][CH:3]=1.N1C=CC=CC=1.[CH2:24]([N:31]=[C:32]=[O:33])[C:25]1[CH:30]=[CH:29][CH:28]=[CH:27][CH:26]=1. Product: [CH2:24]([NH:31][C:32]([NH:1][C:2]1[CH:3]=[CH:4][C:5]([C:8]([OH:17])([C:9]([F:10])([F:11])[F:12])[C:13]([F:14])([F:15])[F:16])=[CH:6][CH:7]=1)=[O:33])[C:25]1[CH:30]=[CH:29][CH:28]=[CH:27][CH:26]=1. The catalyst class is: 6. (4) Reactant: [C:1]([C:3]1[C:11]2[C:6](=[CH:7][C:8]([O:12]CC)=[CH:9][CH:10]=2)[N:5]([CH2:15][CH3:16])[C:4]=1[C:17]1[CH:22]=[CH:21][C:20]([NH:23][C:24]([CH:26]2[CH2:28][CH2:27]2)=[O:25])=[CH:19][CH:18]=1)#[N:2].B(Br)(Br)Br.C([O-])(O)=O.[Na+]. Product: [C:1]([C:3]1[C:11]2[C:6](=[CH:7][C:8]([OH:12])=[CH:9][CH:10]=2)[N:5]([CH2:15][CH3:16])[C:4]=1[C:17]1[CH:22]=[CH:21][C:20]([NH:23][C:24]([CH:26]2[CH2:28][CH2:27]2)=[O:25])=[CH:19][CH:18]=1)#[N:2]. The catalyst class is: 2. (5) Reactant: [C:1]([O:10][CH:11]([CH2:13][C:14]#[C:15][CH2:16][CH3:17])[CH3:12])(=[O:9])[C:2]1[C:3](=[CH:5][CH:6]=[CH:7][CH:8]=1)[OH:4]. The catalyst class is: 63. Product: [C:1]([O:10][CH:11]([CH2:13]/[CH:14]=[CH:15]\[CH2:16][CH3:17])[CH3:12])(=[O:9])[C:2]1[C:3](=[CH:5][CH:6]=[CH:7][CH:8]=1)[OH:4]. (6) Reactant: [Cl:1][C:2]1[N:7]=[C:6]([C:8](C)(C(OCC)=O)[C:9](OCC)=O)[C:5]([F:20])=[CH:4][N:3]=1.CC(O)=O.Cl.O. Product: [Cl:1][C:2]1[N:7]=[C:6]([CH2:8][CH3:9])[C:5]([F:20])=[CH:4][N:3]=1. The catalyst class is: 2.